This data is from Full USPTO retrosynthesis dataset with 1.9M reactions from patents (1976-2016). The task is: Predict the reactants needed to synthesize the given product. Given the product [CH:1]1([C:4]2[C:5]([O:14][C@@H:15]3[CH2:20][CH2:19][CH2:18][N:17]([C@@H:21]([C:23]4[CH:28]=[C:27]([Cl:29])[CH:26]=[C:25]([Cl:30])[CH:24]=4)[CH3:22])[CH2:16]3)=[CH:6][C:7]([F:13])=[C:8]([CH:12]=2)[C:9]([OH:11])=[O:10])[CH2:3][CH2:2]1, predict the reactants needed to synthesize it. The reactants are: [CH:1]1([C:4]2[C:5]([O:14][C@@H:15]3[CH2:20][CH2:19][CH2:18][N:17]([C@H:21]([C:23]4[CH:28]=[C:27]([Cl:29])[CH:26]=[C:25]([Cl:30])[CH:24]=4)[CH3:22])[CH2:16]3)=[CH:6][C:7]([F:13])=[C:8]([CH:12]=2)[C:9]([O-:11])=[O:10])[CH2:3][CH2:2]1.C1(C2C(O[C@@H]3CCCN([C@@H](C4C=C(Cl)C=C(Cl)C=4)C)C3)=CC(F)=C(C=2)C([O-])=O)CC1.